Dataset: HIV replication inhibition screening data with 41,000+ compounds from the AIDS Antiviral Screen. Task: Binary Classification. Given a drug SMILES string, predict its activity (active/inactive) in a high-throughput screening assay against a specified biological target. (1) The drug is C=C(C)CS(=O)(=O)O. The result is 0 (inactive). (2) The compound is CCOC=C(C)CC1([N+](=O)[O-])C(=O)c2ccccc2C1=O. The result is 0 (inactive).